Dataset: Peptide-MHC class I binding affinity with 185,985 pairs from IEDB/IMGT. Task: Regression. Given a peptide amino acid sequence and an MHC pseudo amino acid sequence, predict their binding affinity value. This is MHC class I binding data. (1) The peptide sequence is SASRAWNVW. The MHC is HLA-B58:01 with pseudo-sequence HLA-B58:01. The binding affinity (normalized) is 0.946. (2) The peptide sequence is VTSLDVINY. The MHC is HLA-A02:01 with pseudo-sequence HLA-A02:01. The binding affinity (normalized) is 0. (3) The peptide sequence is NAHEGQLVI. The MHC is HLA-A11:01 with pseudo-sequence HLA-A11:01. The binding affinity (normalized) is 0. (4) The peptide sequence is GIYTEGLMH. The MHC is HLA-A11:01 with pseudo-sequence HLA-A11:01. The binding affinity (normalized) is 0.244. (5) The peptide sequence is PEWDFIST. The MHC is Mamu-A11 with pseudo-sequence Mamu-A11. The binding affinity (normalized) is 0.0531. (6) The peptide sequence is VTNVIIIVI. The MHC is HLA-A32:01 with pseudo-sequence HLA-A32:01. The binding affinity (normalized) is 0.758. (7) The MHC is HLA-A30:02 with pseudo-sequence HLA-A30:02. The peptide sequence is VTDVTLLMA. The binding affinity (normalized) is 0.441. (8) The peptide sequence is NSSYWRQGY. The MHC is HLA-B57:01 with pseudo-sequence HLA-B57:01. The binding affinity (normalized) is 0.0847. (9) The MHC is HLA-B40:01 with pseudo-sequence HLA-B40:01. The binding affinity (normalized) is 0.778. The peptide sequence is IEIARTLTL. (10) The peptide sequence is CTDDNALAY. The MHC is HLA-A29:02 with pseudo-sequence HLA-A29:02. The binding affinity (normalized) is 0.796.